Dataset: TCR-epitope binding with 47,182 pairs between 192 epitopes and 23,139 TCRs. Task: Binary Classification. Given a T-cell receptor sequence (or CDR3 region) and an epitope sequence, predict whether binding occurs between them. (1) The TCR CDR3 sequence is CASSSRDKNTGELFF. The epitope is ILHCANFNV. Result: 1 (the TCR binds to the epitope). (2) The epitope is HPKVSSEVHI. The TCR CDR3 sequence is CASGAAMNTEAFF. Result: 1 (the TCR binds to the epitope). (3) The epitope is SEISMDNSPNL. The TCR CDR3 sequence is CASSRDLSGNTIYF. Result: 0 (the TCR does not bind to the epitope). (4) The epitope is LLWNGPMAV. The TCR CDR3 sequence is CAWSPGPVNEQFF. Result: 1 (the TCR binds to the epitope). (5) The epitope is CINGVCWTV. The TCR CDR3 sequence is CASSYANEQYF. Result: 0 (the TCR does not bind to the epitope). (6) The epitope is MPASWVMRI. The TCR CDR3 sequence is CASSLDGRDTYYGYTF. Result: 1 (the TCR binds to the epitope). (7) The epitope is TLIGDCATV. The TCR CDR3 sequence is CASSPWTGWGELFF. Result: 0 (the TCR does not bind to the epitope).